From a dataset of Peptide-MHC class I binding affinity with 185,985 pairs from IEDB/IMGT. Regression. Given a peptide amino acid sequence and an MHC pseudo amino acid sequence, predict their binding affinity value. This is MHC class I binding data. (1) The peptide sequence is KLLIVLTCI. The MHC is HLA-A02:01 with pseudo-sequence HLA-A02:01. The binding affinity (normalized) is 0.498. (2) The peptide sequence is AEVQIDRLIT. The MHC is HLA-B40:01 with pseudo-sequence HLA-B40:01. The binding affinity (normalized) is 0.342. (3) The peptide sequence is WLKDSAIMV. The MHC is HLA-A02:06 with pseudo-sequence HLA-A02:06. The binding affinity (normalized) is 0.286. (4) The peptide sequence is HKIPDPQGM. The MHC is HLA-B57:01 with pseudo-sequence HLA-B57:01. The binding affinity (normalized) is 0.0847. (5) The peptide sequence is MYPFIFFIV. The MHC is HLA-B14:02 with pseudo-sequence HLA-B14:02. The binding affinity (normalized) is 0.213. (6) The peptide sequence is YPFFRKLVL. The MHC is HLA-B08:01 with pseudo-sequence HLA-B08:01. The binding affinity (normalized) is 0.836. (7) The peptide sequence is HTSSMRGVY. The MHC is HLA-A23:01 with pseudo-sequence HLA-A23:01. The binding affinity (normalized) is 0. (8) The peptide sequence is VQLLGRRFV. The MHC is HLA-A02:12 with pseudo-sequence HLA-A02:12. The binding affinity (normalized) is 0.0847. (9) The peptide sequence is RRYTRRISL. The MHC is HLA-B48:01 with pseudo-sequence HLA-B48:01. The binding affinity (normalized) is 0.450. (10) The peptide sequence is YVPHFKVGW. The MHC is Mamu-A01 with pseudo-sequence Mamu-A01. The binding affinity (normalized) is 0.